Dataset: Full USPTO retrosynthesis dataset with 1.9M reactions from patents (1976-2016). Task: Predict the reactants needed to synthesize the given product. (1) Given the product [NH2:19][C@@H:11]1[CH2:12][C:13]2[C:18](=[CH:17][CH:16]=[CH:15][CH:14]=2)[C@H:10]1[CH2:9][O:8][CH2:7][C:6]([O:5][C:1]([CH3:4])([CH3:3])[CH3:2])=[O:30], predict the reactants needed to synthesize it. The reactants are: [C:1]([O:5][C:6](=[O:30])[CH2:7][O:8][CH2:9][C@@H:10]1[C:18]2[C:13](=[CH:14][CH:15]=[CH:16][CH:17]=2)[CH2:12][C@H:11]1[NH:19]C(O[Si](C(C)(C)C)(C)C)=O)([CH3:4])([CH3:3])[CH3:2].[F-].C([N+](CCCC)(CCCC)CCCC)CCC.[Cl-].[NH4+]. (2) Given the product [CH2:29]([N:7]1[C:2](=[O:1])[CH:3]=[CH:4][C:5]([O:8][C:9]2[CH:14]=[CH:13][C:12]([CH2:15][CH2:16][CH:17]([NH:19][C:20](=[O:22])[CH3:21])[CH3:18])=[CH:11][CH:10]=2)=[CH:6]1)[C:30]1[CH:35]=[CH:34][CH:33]=[CH:32][CH:31]=1, predict the reactants needed to synthesize it. The reactants are: [OH:1][C:2]1[N:7]=[CH:6][C:5]([O:8][C:9]2[CH:14]=[CH:13][C:12]([CH2:15][CH2:16][CH:17]([NH:19][C:20](=[O:22])[CH3:21])[CH3:18])=[CH:11][CH:10]=2)=[CH:4][CH:3]=1.CC(C)([O-])C.[K+].[CH2:29](Br)[C:30]1[CH:35]=[CH:34][CH:33]=[CH:32][CH:31]=1.C(OCC)(=O)C.